From a dataset of Full USPTO retrosynthesis dataset with 1.9M reactions from patents (1976-2016). Predict the reactants needed to synthesize the given product. Given the product [F:3][C:4]1[CH:9]=[CH:8][C:7]([F:10])=[CH:6][C:5]=1[CH2:11][CH:12]([NH2:14])[CH3:13], predict the reactants needed to synthesize it. The reactants are: [BH4-].[Na+].[F:3][C:4]1[CH:9]=[CH:8][C:7]([F:10])=[CH:6][C:5]=1[CH:11]=[C:12]([N+:14]([O-])=O)[CH3:13].